This data is from Forward reaction prediction with 1.9M reactions from USPTO patents (1976-2016). The task is: Predict the product of the given reaction. (1) Given the reactants CN(C)CCN(C)C.[C:9]1([Mg]Br)[CH:14]=[CH:13][CH:12]=[CH:11][CH:10]=1.[O-]S(C(F)(F)F)(=O)=O.C([B+]CCCC)CCC.[CH3:34][S:35]([C:38]1[CH:43]=[CH:42][C:41](/[CH:44]=[CH:45]/[C:46]([N:48]2[C@H:52]([C:53]3[CH:58]=[CH:57][CH:56]=[CH:55][CH:54]=3)[C@H:51]([CH3:59])[N:50]([CH3:60])[C:49]2=[O:61])=[O:47])=[CH:40][CH:39]=1)(=[O:37])=[O:36], predict the reaction product. The product is: [CH3:34][S:35]([C:38]1[CH:39]=[CH:40][C:41]([C@H:44]([C:9]2[CH:14]=[CH:13][CH:12]=[CH:11][CH:10]=2)[CH2:45][C:46]([N:48]2[C@H:52]([C:53]3[CH:58]=[CH:57][CH:56]=[CH:55][CH:54]=3)[C@H:51]([CH3:59])[N:50]([CH3:60])[C:49]2=[O:61])=[O:47])=[CH:42][CH:43]=1)(=[O:36])=[O:37]. (2) Given the reactants [OH:1][CH2:2][CH2:3][N:4]([S:15]([C:18]1[CH:23]=[CH:22][CH:21]=[C:20]([N+:24]([O-:26])=[O:25])[CH:19]=1)(=[O:17])=[O:16])[C:5]1[CH:14]=[CH:13][CH:12]=[CH:11][C:6]=1[C:7]([O:9]C)=[O:8].[OH-].[Na+].O.Cl, predict the reaction product. The product is: [OH:1][CH2:2][CH2:3][N:4]([S:15]([C:18]1[CH:23]=[CH:22][CH:21]=[C:20]([N+:24]([O-:26])=[O:25])[CH:19]=1)(=[O:17])=[O:16])[C:5]1[CH:14]=[CH:13][CH:12]=[CH:11][C:6]=1[C:7]([OH:9])=[O:8]. (3) The product is: [CH3:50][N:51]([CH3:57])[C@H:52]1[CH2:56][CH2:55][N:54]([C:13]([NH:12][C:8]2[CH:7]=[C:6]([O:5][C:4]3[CH:31]=[CH:32][C:33]([NH:34][C:35]([C:37]4([C:40]([NH:41][C:42]5[CH:43]=[CH:44][C:45]([F:48])=[CH:46][CH:47]=5)=[O:49])[CH2:39][CH2:38]4)=[O:36])=[C:2]([F:1])[CH:3]=3)[CH:11]=[CH:10][N:9]=2)=[O:14])[CH2:53]1. Given the reactants [F:1][C:2]1[CH:3]=[C:4]([CH:31]=[CH:32][C:33]=1[NH:34][C:35]([C:37]1([C:40](=[O:49])[NH:41][C:42]2[CH:47]=[CH:46][C:45]([F:48])=[CH:44][CH:43]=2)[CH2:39][CH2:38]1)=[O:36])[O:5][C:6]1[CH:11]=[CH:10][N:9]=[C:8]([N:12](C(OC2C=CC=CC=2)=O)[C:13](=O)[O:14]C2C=CC=CC=2)[CH:7]=1.[CH3:50][N:51]([CH3:57])[C@H:52]1[CH2:56][CH2:55][NH:54][CH2:53]1, predict the reaction product. (4) Given the reactants [Br:1]N1C(=O)CCC1=O.[N+:9]([C:12]1[CH:13]=[C:14]2[C:18](=[CH:19][CH:20]=1)[NH:17][C:16]([C:21]([O:23][CH2:24][CH3:25])=[O:22])=[CH:15]2)([O-:11])=[O:10].[CH2:26](Br)[C:27]1[CH:32]=[CH:31][CH:30]=[CH:29][CH:28]=1.C([O-])([O-])=O.[Cs+].[Cs+], predict the reaction product. The product is: [CH2:26]([N:17]1[C:18]2[C:14](=[CH:13][C:12]([N+:9]([O-:11])=[O:10])=[CH:20][CH:19]=2)[C:15]([Br:1])=[C:16]1[C:21]([O:23][CH2:24][CH3:25])=[O:22])[C:27]1[CH:32]=[CH:31][CH:30]=[CH:29][CH:28]=1. (5) Given the reactants Cl[C:2]1[N:10]=[C:9]2[C:5]([N:6]=[CH:7][N:8]2[CH:11]([CH3:13])[CH3:12])=[C:4]([NH:14][C:15]2[CH:16]=[N:17][N:18]([CH3:20])[CH:19]=2)[N:3]=1.CC1(C)C(C)(C)OB([C:29]2[CH2:34][N:33]([C:35]([O:37][C:38]([CH3:41])([CH3:40])[CH3:39])=[O:36])[CH2:32][CH2:31][CH:30]=2)O1.P([O-])([O-])([O-])=O.[K+].[K+].[K+].C(OCC)(=O)C, predict the reaction product. The product is: [NH3:3].[CH:11]([N:8]1[CH:7]=[N:6][C:5]2[C:9]1=[N:10][C:2]([C:31]1[CH2:32][N:33]([C:35]([O:37][C:38]([CH3:41])([CH3:40])[CH3:39])=[O:36])[CH2:34][CH2:29][CH:30]=1)=[N:3][C:4]=2[NH:14][C:15]1[CH:16]=[N:17][N:18]([CH3:20])[CH:19]=1)([CH3:13])[CH3:12]. (6) Given the reactants [CH2:1](Br)[C:2]1[CH:7]=[CH:6][CH:5]=[CH:4][CH:3]=1.C(=O)([O-])[O-].[K+].[K+].[C:15]1([N:21]2[C:29](=[O:30])[C:28]3[C@@H:27]4[C:31]([CH3:33])([CH3:32])[C@@:24]([CH3:34])([CH2:25][CH2:26]4)[C:23]=3[NH:22]2)[CH:20]=[CH:19][CH:18]=[CH:17][CH:16]=1, predict the reaction product. The product is: [CH2:1]([N:22]1[C:23]2[C@@:24]3([CH3:34])[C:31]([CH3:33])([CH3:32])[C@H:27]([CH2:26][CH2:25]3)[C:28]=2[C:29](=[O:30])[N:21]1[C:15]1[CH:16]=[CH:17][CH:18]=[CH:19][CH:20]=1)[C:2]1[CH:7]=[CH:6][CH:5]=[CH:4][CH:3]=1.